Dataset: Catalyst prediction with 721,799 reactions and 888 catalyst types from USPTO. Task: Predict which catalyst facilitates the given reaction. (1) Reactant: [NH:1]1[CH2:4][CH:3]([NH:5][C:6](=[O:12])[O:7][C:8]([CH3:11])([CH3:10])[CH3:9])[CH2:2]1.C(N(CC)CC)C.[C:20]1([S:26](Cl)(=[O:28])=[O:27])[CH:25]=[CH:24][CH:23]=[CH:22][CH:21]=1.[Cl-].[NH4+]. Product: [C:20]1([S:26]([N:1]2[CH2:4][CH:3]([NH:5][C:6](=[O:12])[O:7][C:8]([CH3:9])([CH3:11])[CH3:10])[CH2:2]2)(=[O:28])=[O:27])[CH:25]=[CH:24][CH:23]=[CH:22][CH:21]=1. The catalyst class is: 4. (2) Reactant: [CH3:1][C:2]1[N:3]([C:7]2[CH:12]=[CH:11][C:10]([N+:13]([O-])=O)=[CH:9][C:8]=2[C:16]([F:19])([F:18])[F:17])[CH:4]=[CH:5][N:6]=1. Product: [CH3:1][C:2]1[N:3]([C:7]2[CH:12]=[CH:11][C:10]([NH2:13])=[CH:9][C:8]=2[C:16]([F:19])([F:17])[F:18])[CH:4]=[CH:5][N:6]=1. The catalyst class is: 29. (3) Reactant: [C:1]([CH:6]=P(C1C=CC=CC=1)(C1C=CC=CC=1)C1C=CC=CC=1)([O:3][CH2:4][CH3:5])=[O:2].[CH3:26][C:27]1[N:32]=[CH:31][C:30]([CH2:33][OH:34])=[C:29]([CH:35]=O)[C:28]=1[OH:37].C(N(CC)CC)C. Product: [CH2:4]([O:3][C:1](=[O:2])[CH:6]=[CH:35][C:29]1[C:30]([CH2:33][OH:34])=[CH:31][N:32]=[C:27]([CH3:26])[C:28]=1[OH:37])[CH3:5]. The catalyst class is: 1. (4) Reactant: [Br:1][C:2]1[CH:7]=[C:6]([CH3:8])[C:5]([C:9]2[C:10](=[O:16])[CH2:11][CH2:12][C:13]=2[O:14][CH3:15])=[C:4]([CH3:17])[CH:3]=1.[Li+].C[Si]([N-][Si](C)(C)C)(C)C.[CH2:28]1[CH2:33][CH2:32][CH:31]([CH:34]=[O:35])[CH2:30][CH2:29]1. Product: [Br:1][C:2]1[CH:3]=[C:4]([CH3:17])[C:5]([C:9]2[C:10](=[O:16])[CH:11]([CH:34]([CH:31]3[CH2:32][CH2:33][CH2:28][CH2:29][CH2:30]3)[OH:35])[CH2:12][C:13]=2[O:14][CH3:15])=[C:6]([CH3:8])[CH:7]=1. The catalyst class is: 7. (5) Product: [NH:8]1[C:16]2[C:11](=[CH:12][C:13]([C:17]([C:19]3([CH2:31][CH2:32][CH3:33])[CH2:23][CH2:22][CH2:21][NH:20]3)=[O:18])=[CH:14][CH:15]=2)[CH:10]=[CH:9]1. Reactant: C(OC([N:8]1[C:16]2[C:11](=[CH:12][C:13]([C:17]([C:19]3([CH2:31][CH2:32][CH3:33])[CH2:23][CH2:22][CH2:21][N:20]3C(OC(C)(C)C)=O)=[O:18])=[CH:14][CH:15]=2)[CH:10]=[CH:9]1)=O)(C)(C)C.C(O)(C(F)(F)F)=O. The catalyst class is: 2. (6) Product: [Cl:1][C:2]1[CH:18]=[C:17]([Cl:19])[CH:16]=[CH:15][C:3]=1[CH2:4][NH:5][C:6]([C:7]1[CH:12]=[CH:11][C:10](=[O:13])[N:9]([CH2:21][CH2:22][O:23][CH2:24][CH3:25])[CH:8]=1)=[O:14]. Reactant: [Cl:1][C:2]1[CH:18]=[C:17]([Cl:19])[CH:16]=[CH:15][C:3]=1[CH2:4][NH:5][C:6](=[O:14])[C:7]1[CH:12]=[CH:11][C:10]([OH:13])=[N:9][CH:8]=1.Br[CH2:21][CH2:22][O:23][CH2:24][CH3:25].C(=O)([O-])[O-].[K+].[K+]. The catalyst class is: 10. (7) Product: [I:1][C:2]1[CH:7]=[C:6]([CH3:8])[CH:5]=[C:4]([CH3:9])[CH:3]=1.[NH:10]1[CH2:14][CH2:13][CH2:12][C:11]1=[O:15].[CH3:11][CH2:12][CH2:13][CH2:18][CH2:19][CH2:7][CH2:2][CH2:3][CH2:4][CH2:5][CH2:6][CH3:8].[CH3:8][C:6]1[CH:7]=[C:2]([N:10]2[CH2:14][CH2:13][CH2:12][C:11]2=[O:15])[CH:3]=[C:4]([CH3:9])[CH:5]=1. The catalyst class is: 205. Reactant: [I:1][C:2]1[CH:3]=[C:4]([CH3:9])[CH:5]=[C:6]([CH3:8])[CH:7]=1.[NH:10]1[CH2:14][CH2:13][CH2:12][C:11]1=[O:15].CN[CH2:18][CH2:19]N. (8) Reactant: [CH2:1]([C@@:5]12[CH2:18][C:17](=[O:19])[CH2:16][CH2:15][C@@:14]1([CH3:20])[C:13]1[C:8](=[CH:9][C:10]([O:21]C)=[CH:11][CH:12]=1)[CH2:7][CH2:6]2)[CH2:2][CH2:3][CH3:4].B(Br)(Br)Br. Product: [CH2:1]([C@@:5]12[CH2:18][C:17](=[O:19])[CH2:16][CH2:15][C@@:14]1([CH3:20])[C:13]1[C:8](=[CH:9][C:10]([OH:21])=[CH:11][CH:12]=1)[CH2:7][CH2:6]2)[CH2:2][CH2:3][CH3:4]. The catalyst class is: 2. (9) Reactant: [NH2:1][C:2]1[N:7]=[CH:6][C:5]([C:8]#[C:9][C:10]2[CH:11]=[C:12]([NH:16][C:17](=[O:25])OC3C=CC=CC=3)[CH:13]=[CH:14][CH:15]=2)=[CH:4][N:3]=1.Cl.[NH2:27][CH:28]1[CH2:33][CH2:32][CH2:31][NH:30][C:29]1=[O:34].C(N(CC)CC)C. Product: [NH2:1][C:2]1[N:3]=[CH:4][C:5]([C:8]#[C:9][C:10]2[CH:11]=[C:12]([NH:16][C:17]([NH:27][CH:28]3[CH2:33][CH2:32][CH2:31][NH:30][C:29]3=[O:34])=[O:25])[CH:13]=[CH:14][CH:15]=2)=[CH:6][N:7]=1. The catalyst class is: 1. (10) Reactant: [Cl-].[Ce+3].[Cl-].[Cl-].[CH:5](/[Mg]Br)=[CH:6]\[CH3:7].[Si:10]([O:17][CH2:18][C@@H:19]([N:25]([CH2:33][C:34](N(OC)C)=[O:35])[C:26](=[O:32])[O:27][C:28]([CH3:31])([CH3:30])[CH3:29])[C:20]([CH:22]1[CH2:24][CH2:23]1)=[CH2:21])([C:13]([CH3:16])([CH3:15])[CH3:14])([CH3:12])[CH3:11]. Product: [Si:10]([O:17][CH2:18][C@@H:19]([N:25]([CH2:33][C:34](=[O:35])[CH:5]=[CH:6][CH3:7])[C:26](=[O:32])[O:27][C:28]([CH3:30])([CH3:29])[CH3:31])[C:20]([CH:22]1[CH2:23][CH2:24]1)=[CH2:21])([C:13]([CH3:15])([CH3:14])[CH3:16])([CH3:12])[CH3:11]. The catalyst class is: 1.